This data is from Catalyst prediction with 721,799 reactions and 888 catalyst types from USPTO. The task is: Predict which catalyst facilitates the given reaction. Reactant: [F:1][C:2]1[CH:3]=[CH:4][C:5]2[N:9]=[CH:8][N:7]([CH2:10][C:11]([OH:13])=O)[C:6]=2[C:14]=1[F:15].[NH2:16][CH:17]([C:19]1[CH:24]=[CH:23][C:22]([C:25]2([C:31]#[N:32])[CH2:30][CH2:29][CH2:28][CH2:27][CH2:26]2)=[CH:21][CH:20]=1)[CH3:18].CCN(CC)CC.CN(C(ON1N=NC2C=CC=NC1=2)=[N+](C)C)C.F[P-](F)(F)(F)(F)F. Product: [C:31]([C:25]1([C:22]2[CH:21]=[CH:20][C:19]([CH:17]([NH:16][C:11](=[O:13])[CH2:10][N:7]3[C:6]4[C:14]([F:15])=[C:2]([F:1])[CH:3]=[CH:4][C:5]=4[N:9]=[CH:8]3)[CH3:18])=[CH:24][CH:23]=2)[CH2:30][CH2:29][CH2:28][CH2:27][CH2:26]1)#[N:32]. The catalyst class is: 144.